From a dataset of Forward reaction prediction with 1.9M reactions from USPTO patents (1976-2016). Predict the product of the given reaction. (1) Given the reactants [Cl:1][C:2]1[C:7](=[O:8])[N:6]([C:9]2[CH:10]=[C:11]([CH:19]=[CH:20][C:21]=2[CH3:22])[C:12]([NH:14][CH2:15][C:16](N)=[O:17])=[O:13])[CH:5]=[N:4][C:3]=1[O:23][CH2:24][C:25]1[CH:30]=[CH:29][C:28]([F:31])=[CH:27][C:26]=1[F:32].Cl.N[CH2:35][C:36](N)=O, predict the reaction product. The product is: [Cl:1][C:2]1[C:7](=[O:8])[N:6]([C:9]2[CH:10]=[C:11]([C:12]([N:14]3[CH2:36][CH2:35][C@@H:16]([OH:17])[CH2:15]3)=[O:13])[CH:19]=[CH:20][C:21]=2[CH3:22])[CH:5]=[N:4][C:3]=1[O:23][CH2:24][C:25]1[CH:30]=[CH:29][C:28]([F:31])=[CH:27][C:26]=1[F:32]. (2) Given the reactants [Br:1][C:2]1[CH:14]=[CH:13][C:12]2[C:11]3[C:6](=[CH:7][C:8]([Br:15])=[CH:9][CH:10]=3)[CH2:5][C:4]=2[CH:3]=1.C([Li])CCC.[CH2:21](Br)[CH2:22][CH2:23][CH2:24][CH2:25][CH3:26].Cl, predict the reaction product. The product is: [Br:1][C:2]1[CH:14]=[CH:13][C:12]2[C:11]3[C:6](=[CH:7][C:8]([Br:15])=[CH:9][CH:10]=3)[CH:5]([CH2:21][CH2:22][CH2:23][CH2:24][CH2:25][CH3:26])[C:4]=2[CH:3]=1. (3) Given the reactants [CH:1]([NH:4][CH2:5][C:6]1[O:10][N:9]=[C:8]([C:11]2[CH:16]=[CH:15][C:14]([CH3:17])=[CH:13][CH:12]=2)[N:7]=1)([CH3:3])[CH3:2].ClCC(O/N=C(\N)/C1C=CC(C)=CC=1)=O.C1(N)CC1.C(=O)([O-])[O-].[K+].[K+], predict the reaction product. The product is: [CH:1]1([NH:4][CH2:5][C:6]2[O:10][N:9]=[C:8]([C:11]3[CH:12]=[CH:13][C:14]([CH3:17])=[CH:15][CH:16]=3)[N:7]=2)[CH2:3][CH2:2]1. (4) The product is: [C:24]([O:23][C:21](=[O:22])[NH:2][C:3]1[C:12]2[C:7](=[CH:8][CH:9]=[CH:10][CH:11]=2)[C:6]([OH:13])=[CH:5][CH:4]=1)([CH3:27])([CH3:26])[CH3:25]. Given the reactants Cl.[NH2:2][C:3]1[C:12]2[C:7](=[CH:8][CH:9]=[CH:10][CH:11]=2)[C:6]([OH:13])=[CH:5][CH:4]=1.C(N(CC)CC)C.[C:21](O[C:21]([O:23][C:24]([CH3:27])([CH3:26])[CH3:25])=[O:22])([O:23][C:24]([CH3:27])([CH3:26])[CH3:25])=[O:22], predict the reaction product. (5) Given the reactants [F:1][C:2]([F:28])([F:27])[S:3]([O:6][C:7]([C@H:9]([CH3:26])[CH2:10][C@@H:11]1[O:16][C@@:15]2([CH2:24][I:25])[CH2:17][C@H:18]([CH2:20][CH2:21][CH2:22][OH:23])[O:19][C@H:14]2[CH2:13][CH2:12]1)=[CH2:8])(=[O:5])=[O:4].CC(OI1(OC(C)=O)(OC(C)=O)OC(=O)C2C=CC=CC1=2)=O, predict the reaction product. The product is: [F:28][C:2]([F:1])([F:27])[S:3]([O:6][C:7]([C@H:9]([CH3:26])[CH2:10][C@@H:11]1[O:16][C@@:15]2([CH2:24][I:25])[CH2:17][C@H:18]([CH2:20][CH2:21][CH:22]=[O:23])[O:19][C@H:14]2[CH2:13][CH2:12]1)=[CH2:8])(=[O:5])=[O:4]. (6) Given the reactants [CH3:1][C:2]1[N:6]2[C:7]3[C:12]([CH:13]=[CH:14][C:5]2=[C:4]([C:18]([O:20][CH2:21][CH3:22])=[O:19])[N:3]=1)=[C:11]([CH2:15][CH:16]=C)[CH:10]=[CH:9][CH:8]=3.I([O-])(=O)(=O)=[O:24].[Na+], predict the reaction product. The product is: [CH3:1][C:2]1[N:6]2[C:7]3[C:12]([CH:13]=[CH:14][C:5]2=[C:4]([C:18]([O:20][CH2:21][CH3:22])=[O:19])[N:3]=1)=[C:11]([CH2:15][CH:16]=[O:24])[CH:10]=[CH:9][CH:8]=3. (7) The product is: [Br-:30].[OH:27][C:16]([C:22]1[S:23][CH:24]=[CH:25][CH:26]=1)([C:17]1[S:18][CH:19]=[CH:20][CH:21]=1)[C:15]([O:14][C@@H:11]1[CH2:12][CH2:13][N+:9]([CH3:31])([CH2:8][CH2:7][CH2:6][C:2]2[S:1][CH:5]=[CH:4][CH:3]=2)[CH2:10]1)=[O:28]. Given the reactants [S:1]1[CH:5]=[CH:4][CH:3]=[C:2]1[CH2:6][CH2:7][CH2:8][N:9]1[CH2:13][CH2:12][C@@H:11]([O:14][C:15](=[O:28])[C:16]([OH:27])([C:22]2[S:23][CH:24]=[CH:25][CH:26]=2)[C:17]2[S:18][CH:19]=[CH:20][CH:21]=2)[CH2:10]1.C[Br:30].[CH3:31]COCC, predict the reaction product. (8) The product is: [CH2:12]([O:11][C:9]([C@H:6]1[CH2:7][CH2:8][C@H:3]([C:2]2[N:22]=[C:17]([CH3:18])[O:15][N:14]=2)[CH2:4][CH2:5]1)=[O:10])[CH3:13]. Given the reactants Cl[C:2](=[N:14][OH:15])[C@H:3]1[CH2:8][CH2:7][C@H:6]([C:9]([O:11][CH2:12][CH3:13])=[O:10])[CH2:5][CH2:4]1.Cl.[C:17](=[NH:22])(OCC)[CH3:18].C(N(CC)CC)C, predict the reaction product. (9) Given the reactants [CH2:1]([N:8]([CH2:16][CH:17]1[CH2:22][CH2:21][N:20]([CH2:23][C:24]([F:27])([CH3:26])[CH3:25])[CH2:19][CH2:18]1)[C:9]1[CH:14]=[CH:13][C:12](Br)=[CH:11][CH:10]=1)[C:2]1[CH:7]=[CH:6][CH:5]=[CH:4][CH:3]=1.[CH2:28]([O:30][C:31]([C:33]1[CH:38]=[CH:37][C:36](B(O)O)=[CH:35][C:34]=1[F:42])=[O:32])[CH3:29].C([O-])([O-])=O.[Cs+].[Cs+], predict the reaction product. The product is: [CH2:1]([N:8]([CH2:16][CH:17]1[CH2:22][CH2:21][N:20]([CH2:23][C:24]([F:27])([CH3:26])[CH3:25])[CH2:19][CH2:18]1)[C:9]1[CH:14]=[CH:13][C:12]([C:36]2[CH:37]=[CH:38][C:33]([C:31]([O:30][CH2:28][CH3:29])=[O:32])=[C:34]([F:42])[CH:35]=2)=[CH:11][CH:10]=1)[C:2]1[CH:7]=[CH:6][CH:5]=[CH:4][CH:3]=1. (10) Given the reactants [F:1][C:2]1[CH:3]=[C:4]([C:15]2[O:19][N:18]=[C:17]([C:20]3[S:24][C:23]([CH2:25][N:26]4[CH2:29][CH:28]([C:30]([O:32]C)=[O:31])[CH2:27]4)=[CH:22][C:21]=3[CH3:34])[N:16]=2)[CH:5]=[CH:6][C:7]=1[O:8][C:9]1[CH:14]=[CH:13][CH:12]=[CH:11][CH:10]=1.O.[OH-].[Li+].C(O)(=O)C, predict the reaction product. The product is: [F:1][C:2]1[CH:3]=[C:4]([C:15]2[O:19][N:18]=[C:17]([C:20]3[S:24][C:23]([CH2:25][N:26]4[CH2:27][CH:28]([C:30]([OH:32])=[O:31])[CH2:29]4)=[CH:22][C:21]=3[CH3:34])[N:16]=2)[CH:5]=[CH:6][C:7]=1[O:8][C:9]1[CH:10]=[CH:11][CH:12]=[CH:13][CH:14]=1.